Dataset: Retrosynthesis with 50K atom-mapped reactions and 10 reaction types from USPTO. Task: Predict the reactants needed to synthesize the given product. (1) Given the product CC(C)(C)OC(=O)NC(CO)C(=O)N1CCOCC1, predict the reactants needed to synthesize it. The reactants are: CC(C)(C)OC(=O)NC(COCc1ccccc1)C(=O)N1CCOCC1. (2) Given the product C[C@H]1COCCN1c1cc(C2(S(=O)(=O)C3CC3)CC2)nc(-c2ccc(NC(=O)Oc3ccccc3)cc2)n1, predict the reactants needed to synthesize it. The reactants are: C[C@H]1COCCN1c1cc(C2(S(=O)(=O)C3CC3)CC2)nc(-c2ccc(N)cc2)n1.O=C(Cl)Oc1ccccc1.